From a dataset of Reaction yield outcomes from USPTO patents with 853,638 reactions. Predict the reaction yield, written as a fraction of the theoretical maximum amount of product (1.0 means a 100% yield; for example, 0.34 means a 34% yield). (1) The reactants are [C:1]([O:5][C:6]([N:8]1[CH2:11][C:10]([CH3:34])([C:12]([C:14]2[CH:15]=[C:16]3[C:25](=[CH:26][C:27]=2[C:28]([F:31])([F:30])[F:29])[O:24][CH2:23][C:22]2[N:17]3[C@H:18]([CH3:33])[C:19](=[O:32])[NH:20][N:21]=2)=[CH2:13])[CH2:9]1)=[O:7])([CH3:4])([CH3:3])[CH3:2]. The catalyst is CO.[Pd]. The product is [C:1]([O:5][C:6]([N:8]1[CH2:11][C:10]([CH3:34])([CH:12]([C:14]2[CH:15]=[C:16]3[C:25](=[CH:26][C:27]=2[C:28]([F:30])([F:29])[F:31])[O:24][CH2:23][C:22]2[N:17]3[C@H:18]([CH3:33])[C:19](=[O:32])[NH:20][N:21]=2)[CH3:13])[CH2:9]1)=[O:7])([CH3:2])([CH3:3])[CH3:4]. The yield is 0.940. (2) The reactants are Br[C:2]1[CH:7]=[CH:6][CH:5]=[CH:4][C:3]=1[Br:8].[CH:9]1[C:18]2[C:13](=[CH:14][CH:15]=[CH:16][CH:17]=2)[CH:12]=[CH:11][C:10]=1B(O)O.C(=O)([O-])[O-].[K+].[K+]. The catalyst is C1C=CC([P]([Pd]([P](C2C=CC=CC=2)(C2C=CC=CC=2)C2C=CC=CC=2)([P](C2C=CC=CC=2)(C2C=CC=CC=2)C2C=CC=CC=2)[P](C2C=CC=CC=2)(C2C=CC=CC=2)C2C=CC=CC=2)(C2C=CC=CC=2)C2C=CC=CC=2)=CC=1.C1(C)C=CC=CC=1. The product is [Br:8][C:3]1[CH:4]=[CH:5][CH:6]=[CH:7][C:2]=1[C:11]1[CH:10]=[CH:9][C:18]2[C:13](=[CH:14][CH:15]=[CH:16][CH:17]=2)[CH:12]=1. The yield is 0.530. (3) The reactants are [Cl:1][C:2]1[CH:3]=[C:4]([C:8]2[C:13]([O:14][CH3:15])=[CH:12][CH:11]=[C:10]([CH2:16][C:17]3[CH:18]=[CH:19][C:20]([N:23]4[CH2:26][CH2:25][C@@H:24]4[C:27]([NH2:29])=[O:28])=[N:21][CH:22]=3)[C:9]=2[F:30])[CH:5]=[CH:6][CH:7]=1.Cl. The catalyst is CCOCC. The product is [ClH:1].[Cl:1][C:2]1[CH:3]=[C:4]([C:8]2[C:13]([O:14][CH3:15])=[CH:12][CH:11]=[C:10]([CH2:16][C:17]3[CH:18]=[CH:19][C:20]([N:23]4[CH2:26][CH2:25][C@@H:24]4[C:27]([NH2:29])=[O:28])=[N:21][CH:22]=3)[C:9]=2[F:30])[CH:5]=[CH:6][CH:7]=1. The yield is 0.980. (4) The reactants are [C:1]([O:5][C:6]([N:8]1[CH2:12][CH2:11][CH2:10][C@@H:9]1[CH2:13][OH:14])=[O:7])([CH3:4])([CH3:3])[CH3:2].[C:15]1([CH3:25])[CH:20]=[CH:19][C:18]([S:21](Cl)(=[O:23])=[O:22])=[CH:17][CH:16]=1. The catalyst is N1C=CC=CC=1. The product is [C:1]([O:5][C:6]([N:8]1[CH2:12][CH2:11][CH2:10][C@@H:9]1[CH2:13][O:14][S:21]([C:18]1[CH:19]=[CH:20][C:15]([CH3:25])=[CH:16][CH:17]=1)(=[O:23])=[O:22])=[O:7])([CH3:4])([CH3:3])[CH3:2]. The yield is 1.00. (5) The reactants are [OH:1][CH2:2][CH2:3][C:4]1[CH:9]=[CH:8][CH:7]=[CH:6][C:5]=1[OH:10].Br[CH2:12][C:13]1[CH:18]=[CH:17][CH:16]=[CH:15][CH:14]=1.C([O-])([O-])=O.[K+].[K+]. The catalyst is O. The product is [C:13]1([CH2:12][O:10][C:5]2[CH:6]=[CH:7][CH:8]=[CH:9][C:4]=2[CH2:3][CH2:2][OH:1])[CH:18]=[CH:17][CH:16]=[CH:15][CH:14]=1. The yield is 0.900.